Dataset: Reaction yield outcomes from USPTO patents with 853,638 reactions. Task: Predict the reaction yield, written as a fraction of the theoretical maximum amount of product (1.0 means a 100% yield; for example, 0.34 means a 34% yield). (1) The catalyst is CN1C(=O)CCC1. The yield is 0.530. The product is [CH3:22][C:17]1[C:16]([C:10]2[C:11]([O:14][CH3:15])=[CH:12][C:13]3[C:4]4[N:3]([C@@H:24]([C:26]5[CH:31]=[CH:30][CH:29]=[CH:28][CH:27]=5)[CH3:25])[C:2]([NH:35][CH2:34][CH2:32][OH:33])=[N:23][C:5]=4[CH:6]=[N:7][C:8]=3[CH:9]=2)=[C:20]([CH3:21])[O:19][N:18]=1. The reactants are Cl[C:2]1[N:3]([C@@H:24]([C:26]2[CH:31]=[CH:30][CH:29]=[CH:28][CH:27]=2)[CH3:25])[C:4]2[C:13]3[CH:12]=[C:11]([O:14][CH3:15])[C:10]([C:16]4[C:17]([CH3:22])=[N:18][O:19][C:20]=4[CH3:21])=[CH:9][C:8]=3[N:7]=[CH:6][C:5]=2[N:23]=1.[CH2:32]([CH2:34][NH2:35])[OH:33].O. (2) The reactants are [CH2:1]([N:8]1[C:13](=O)[C:12]([C:15]2[CH:20]=[CH:19][C:18]([F:21])=[CH:17][CH:16]=2)=[C:11]([C:22]2[CH:27]=[CH:26][C:25]([S:28]([CH3:31])(=[O:30])=[O:29])=[CH:24][CH:23]=2)[CH:10]=[N:9]1)[C:2]1[CH:7]=[CH:6][CH:5]=[CH:4][CH:3]=1.COC1C=CC(P2(SP(C3C=CC(OC)=CC=3)(=S)S2)=[S:41])=CC=1. The catalyst is C1(C)C=CC=CC=1. The product is [CH2:1]([N:8]1[C:13](=[S:41])[C:12]([C:15]2[CH:20]=[CH:19][C:18]([F:21])=[CH:17][CH:16]=2)=[C:11]([C:22]2[CH:27]=[CH:26][C:25]([S:28]([CH3:31])(=[O:30])=[O:29])=[CH:24][CH:23]=2)[CH:10]=[N:9]1)[C:2]1[CH:7]=[CH:6][CH:5]=[CH:4][CH:3]=1. The yield is 0.880. (3) The reactants are [CH2:1]([NH:8][C:9]1[C:10]([NH2:23])=[C:11]([O:15][CH2:16][C:17]2[CH:22]=[CH:21][CH:20]=[CH:19][CH:18]=2)[CH:12]=[CH:13][CH:14]=1)[C:2]1[CH:7]=[CH:6][CH:5]=[CH:4][CH:3]=1.C(N(CC)CC)C.Cl[C:32](Cl)([O:34]C(=O)OC(Cl)(Cl)Cl)Cl.O. The catalyst is ClCCl. The product is [CH2:1]([N:8]1[C:9]2[CH:14]=[CH:13][CH:12]=[C:11]([O:15][CH2:16][C:17]3[CH:22]=[CH:21][CH:20]=[CH:19][CH:18]=3)[C:10]=2[NH:23][C:32]1=[O:34])[C:2]1[CH:3]=[CH:4][CH:5]=[CH:6][CH:7]=1. The yield is 0.920. (4) The reactants are [C:1]([NH:4][C@@H:5]([CH2:10][C:11]1[CH:16]=[CH:15][C:14]([C:17]2[C:18]3[C:23]([CH:24]=[C:25]4[C:30]=2[CH:29]=[CH:28][CH:27]=[CH:26]4)=[CH:22][CH:21]=[CH:20][CH:19]=3)=[CH:13][CH:12]=1)[C:6]([O:8]C)=[O:7])(=[O:3])[CH3:2].O.[OH-].[Li+]. The catalyst is C1COCC1.O.O. The product is [C:1]([NH:4][C@@H:5]([CH2:10][C:11]1[CH:12]=[CH:13][C:14]([C:17]2[C:18]3[C:23]([CH:24]=[C:25]4[C:30]=2[CH:29]=[CH:28][CH:27]=[CH:26]4)=[CH:22][CH:21]=[CH:20][CH:19]=3)=[CH:15][CH:16]=1)[C:6]([OH:8])=[O:7])(=[O:3])[CH3:2]. The yield is 0.900. (5) The reactants are Br[C:2]1[C:3](=[O:32])[N:4]([CH2:24][CH2:25][C:26]2[CH:31]=[CH:30][CH:29]=[CH:28][CH:27]=2)[C:5]([C:9]2[CH:14]=[CH:13][CH:12]=[C:11]([F:15])[C:10]=2[O:16][CH2:17][C:18]2[CH:23]=[CH:22][CH:21]=[CH:20][CH:19]=2)=[N:6][C:7]=1[CH3:8].[Cl:33][C:34]1[S:35][C:36](Br)=[CH:37][CH:38]=1.C[Sn](C)C.C[Sn](C)C. The catalyst is O1CCOCC1. The product is [Cl:33][C:34]1[S:35][C:36]([C:2]2[C:3](=[O:32])[N:4]([CH2:24][CH2:25][C:26]3[CH:31]=[CH:30][CH:29]=[CH:28][CH:27]=3)[C:5]([C:9]3[CH:14]=[CH:13][CH:12]=[C:11]([F:15])[C:10]=3[O:16][CH2:17][C:18]3[CH:23]=[CH:22][CH:21]=[CH:20][CH:19]=3)=[N:6][C:7]=2[CH3:8])=[CH:37][CH:38]=1. The yield is 0.0600. (6) The reactants are [C:1]([O:5][C:6]([NH:8][CH:9]([CH2:13][CH:14]1[CH2:18][CH2:17][CH2:16][CH2:15]1)[C:10](O)=[O:11])=[O:7])([CH3:4])([CH3:3])[CH3:2].CN1CCOCC1.ClC(OCC(C)C)=O.[BH4-].[Na+]. The catalyst is C1COCC1.O. The product is [CH:14]1([CH2:13][CH:9]([NH:8][C:6](=[O:7])[O:5][C:1]([CH3:3])([CH3:2])[CH3:4])[CH2:10][OH:11])[CH2:15][CH2:16][CH2:17][CH2:18]1. The yield is 0.720. (7) The reactants are C(N1C=CN=C1)(N1C=CN=C1)=O.[Br-:13].[C:14]([C:17]1[CH:22]=[CH:21][C:20]([C:23](=[O:50])[CH2:24][N+:25]23[CH2:32][CH2:31][CH:28]([CH2:29][CH2:30]2)[C@@H:27]([O:33][C:34](=[O:49])[C@@H:35]([C:43]2[CH:48]=[CH:47][CH:46]=[CH:45][CH:44]=2)[NH:36][C:37]2[CH:42]=[CH:41][CH:40]=[CH:39][CH:38]=2)[CH2:26]3)=[CH:19][CH:18]=1)([OH:16])=O.[NH:51]1[CH2:56][CH2:55][O:54][CH2:53][CH2:52]1. The catalyst is CN(C=O)C. The product is [Br-:13].[N:51]1([C:14]([C:17]2[CH:22]=[CH:21][C:20]([C:23](=[O:50])[CH2:24][N+:25]34[CH2:32][CH2:31][CH:28]([CH2:29][CH2:30]3)[C@@H:27]([O:33][C:34](=[O:49])[C@@H:35]([C:43]3[CH:44]=[CH:45][CH:46]=[CH:47][CH:48]=3)[NH:36][C:37]3[CH:42]=[CH:41][CH:40]=[CH:39][CH:38]=3)[CH2:26]4)=[CH:19][CH:18]=2)=[O:16])[CH2:56][CH2:55][O:54][CH2:53][CH2:52]1. The yield is 0.338. (8) The reactants are Br[C:2]1[CH:7]=[CH:6][C:5]([NH:8][C:9]2[N:31]=[C:12]3[CH:13]=[CH:14][CH:15]=[C:16]([C:17]4[CH:18]=[C:19]([S:23]([NH:26][C:27]([CH3:30])([CH3:29])[CH3:28])(=[O:25])=[O:24])[CH:20]=[CH:21][CH:22]=4)[N:11]3[N:10]=2)=[CH:4][CH:3]=1.[N:32]1([CH2:37][CH2:38][OH:39])[CH2:36][CH2:35][CH2:34][CH2:33]1. The catalyst is C(OCC)(=O)C.[Cu]I. The product is [C:27]([NH:26][S:23]([C:19]1[CH:20]=[CH:21][CH:22]=[C:17]([C:16]2[N:11]3[N:10]=[C:9]([NH:8][C:5]4[CH:6]=[CH:7][C:2]([O:39][CH2:38][CH2:37][N:32]5[CH2:36][CH2:35][CH2:34][CH2:33]5)=[CH:3][CH:4]=4)[N:31]=[C:12]3[CH:13]=[CH:14][CH:15]=2)[CH:18]=1)(=[O:25])=[O:24])([CH3:30])([CH3:29])[CH3:28]. The yield is 0.360. (9) The reactants are [CH2:1]([O:8][C@H:9]1[O:18][C@H:17]2[C@@H:12]([O:13][CH:14]([C:19]3[CH:24]=[CH:23][CH:22]=[CH:21][CH:20]=3)[O:15][CH2:16]2)[C@H:11]([OH:25])[C@@H:10]1[O:26][CH2:27][C:28]1[CH:33]=[CH:32][CH:31]=[CH:30][CH:29]=1)[C:2]1[CH:7]=[CH:6][CH:5]=[CH:4][CH:3]=1.CC(OI1(OC(C)=O)(OC(C)=O)OC(=O)C2C=CC=CC1=2)=O. The catalyst is C(Cl)Cl. The product is [CH2:1]([O:8][C@H:9]1[O:18][C@H:17]2[C@@H:12]([O:13][CH:14]([C:19]3[CH:24]=[CH:23][CH:22]=[CH:21][CH:20]=3)[O:15][CH2:16]2)[C:11](=[O:25])[C@@H:10]1[O:26][CH2:27][C:28]1[CH:33]=[CH:32][CH:31]=[CH:30][CH:29]=1)[C:2]1[CH:3]=[CH:4][CH:5]=[CH:6][CH:7]=1. The yield is 0.640.